From a dataset of Forward reaction prediction with 1.9M reactions from USPTO patents (1976-2016). Predict the product of the given reaction. (1) Given the reactants [CH2:1]([N:8]1[C:16]2[C:11](=[CH:12][C:13]([NH:17][C:18]3[CH:23]=[CH:22][C:21]([Cl:24])=[CH:20][C:19]=3[C:25]([O:27][CH3:28])=[O:26])=[CH:14][CH:15]=2)[CH:10]=[C:9]1[C:29](O)=[O:30])[C:2]1[CH:7]=[CH:6][CH:5]=[CH:4][CH:3]=1.[BH4-].[Na+].C(OCC)(=O)C.O, predict the reaction product. The product is: [CH2:1]([N:8]1[C:16]2[C:11](=[CH:12][C:13]([NH:17][C:18]3[CH:23]=[CH:22][C:21]([Cl:24])=[CH:20][C:19]=3[C:25]([O:27][CH3:28])=[O:26])=[CH:14][CH:15]=2)[CH:10]=[C:9]1[CH2:29][OH:30])[C:2]1[CH:7]=[CH:6][CH:5]=[CH:4][CH:3]=1. (2) Given the reactants [CH2:1]([C:5]1[N:6]([O:18][CH3:19])[C:7]2[C:16]3[CH:15]=[CH:14][CH:13]=[CH:12][C:11]=3[N:10]=[CH:9][C:8]=2[N:17]=1)[CH2:2][CH2:3][CH3:4].ClC(Cl)(Cl)C([N:24]=C=O)=O.C[O-].[Na+], predict the reaction product. The product is: [CH2:1]([C:5]1[N:6]([O:18][CH3:19])[C:7]2[C:16]3[CH:15]=[CH:14][CH:13]=[CH:12][C:11]=3[N:10]=[C:9]([NH2:24])[C:8]=2[N:17]=1)[CH2:2][CH2:3][CH3:4]. (3) Given the reactants [Cl:1][C:2]1[N:7]=[C:6]([Cl:8])[C:5]([CH:9](O)[CH3:10])=[CH:4][N:3]=1.P(Cl)(Cl)([Cl:14])=O.C(N(C(C)C)CC)(C)C, predict the reaction product. The product is: [Cl:1][C:2]1[N:7]=[C:6]([Cl:8])[C:5]([CH:9]([Cl:14])[CH3:10])=[CH:4][N:3]=1.